This data is from Reaction yield outcomes from USPTO patents with 853,638 reactions. The task is: Predict the reaction yield, written as a fraction of the theoretical maximum amount of product (1.0 means a 100% yield; for example, 0.34 means a 34% yield). The reactants are [NH:1]1[C:5]2[CH:6]=[C:7]([C:10]([O:12][CH3:13])=[O:11])[CH:8]=[CH:9][C:4]=2[N:3]=[CH:2]1.[H-].[Na+].[CH3:16]I. The catalyst is C1COCC1. The product is [CH3:16][N:3]1[C:4]2[CH:9]=[CH:8][C:7]([C:10]([O:12][CH3:13])=[O:11])=[CH:6][C:5]=2[N:1]=[CH:2]1. The yield is 0.780.